Dataset: Reaction yield outcomes from USPTO patents with 853,638 reactions. Task: Predict the reaction yield, written as a fraction of the theoretical maximum amount of product (1.0 means a 100% yield; for example, 0.34 means a 34% yield). (1) The reactants are [Cl:1][C:2]1[CH:3]=[C:4]([CH:8]=[CH:9][C:10]=1[CH2:11][NH:12][C:13]([NH:15][CH:16]1[C:22]2[CH:23]=[CH:24][CH:25]=[CH:26][C:21]=2[CH2:20][CH2:19][C:18]2[CH:27]=[CH:28][CH:29]=[CH:30][C:17]1=2)=[O:14])[C:5](O)=[O:6].CN(C(ON1N=NC2C=CC=NC1=2)=[N+](C)C)C.F[P-](F)(F)(F)(F)F.CCN(C(C)C)C(C)C.Cl.[CH2:65]([O:67][C:68](=[O:72])[CH2:69][NH:70][CH3:71])[CH3:66]. The catalyst is CC(N(C)C)=O. The product is [CH2:65]([O:67][C:68](=[O:72])[CH2:69][N:70]([C:5](=[O:6])[C:4]1[CH:8]=[CH:9][C:10]([CH2:11][NH:12][C:13]([NH:15][CH:16]2[C:17]3[CH:30]=[CH:29][CH:28]=[CH:27][C:18]=3[CH2:19][CH2:20][C:21]3[CH:26]=[CH:25][CH:24]=[CH:23][C:22]2=3)=[O:14])=[C:2]([Cl:1])[CH:3]=1)[CH3:71])[CH3:66]. The yield is 0.320. (2) The reactants are [F-].C([N+](CCCC)(CCCC)CCCC)CCC.[CH3:19][O:20][C:21]1[CH:76]=[CH:75][C:24]([C:25]([O:40][CH2:41][C@H:42]2[O:46][C@@H:45]([N:47]3[C:66]4[N:65]=[CH:64][N:63]=[C:51]([NH:52][C:53](=[O:62])[CH2:54][O:55][C:56]5[CH:61]=[CH:60][CH:59]=[CH:58][CH:57]=5)[C:50]=4[N:49]=[CH:48]3)[C@H:44]([O:67][Si](C(C)(C)C)(C)C)[CH2:43]2)([C:34]2[CH:39]=[CH:38][CH:37]=[CH:36][CH:35]=2)[C:26]2[CH:31]=[CH:30][C:29]([O:32][CH3:33])=[CH:28][CH:27]=2)=[CH:23][CH:22]=1.CCO.C(OCC)(=O)C. The catalyst is C1COCC1. The product is [CH3:33][O:32][C:29]1[CH:28]=[CH:27][C:26]([C:25]([O:40][CH2:41][C@H:42]2[O:46][C@@H:45]([N:47]3[C:66]4[N:65]=[CH:64][N:63]=[C:51]([NH:52][C:53](=[O:62])[CH2:54][O:55][C:56]5[CH:57]=[CH:58][CH:59]=[CH:60][CH:61]=5)[C:50]=4[N:49]=[CH:48]3)[C@H:44]([OH:67])[CH2:43]2)([C:34]2[CH:35]=[CH:36][CH:37]=[CH:38][CH:39]=2)[C:24]2[CH:75]=[CH:76][C:21]([O:20][CH3:19])=[CH:22][CH:23]=2)=[CH:31][CH:30]=1. The yield is 0.820.